Dataset: Forward reaction prediction with 1.9M reactions from USPTO patents (1976-2016). Task: Predict the product of the given reaction. (1) Given the reactants [CH2:1]([O:3][C:4]([C:6]1[NH:10][C:9]2[CH:11]=[C:12]([C:14]3[S:15][C:16]([CH3:19])=[CH:17][CH:18]=3)[S:13][C:8]=2[C:7]=1[I:20])=[O:5])[CH3:2].[Cl:21][C:22]1[CH:23]=[C:24]([CH:27]=[CH:28][CH:29]=1)[CH2:25]Cl, predict the reaction product. The product is: [CH2:1]([O:3][C:4]([C:6]1[N:10]([CH2:25][C:24]2[CH:27]=[CH:28][CH:29]=[C:22]([Cl:21])[CH:23]=2)[C:9]2[CH:11]=[C:12]([C:14]3[S:15][C:16]([CH3:19])=[CH:17][CH:18]=3)[S:13][C:8]=2[C:7]=1[I:20])=[O:5])[CH3:2]. (2) Given the reactants [C:1]([C:5]1[CH:9]=[C:8]([C:10]([O:12][CH2:13][CH3:14])=[O:11])[N:7]([C:15]2[CH:20]=[CH:19][CH:18]=[C:17]([CH2:21]Cl)[CH:16]=2)[N:6]=1)([CH3:4])([CH3:3])[CH3:2].[CH2:23]([PH:25](=[O:28])[CH2:26][CH3:27])[CH3:24].[O-]P([O-])([O-])=O.[K+].[K+].[K+].CC1(C)C2C(=C(P(C3C=CC=CC=3)C3C=CC=CC=3)C=CC=2)OC2C(P(C3C=CC=CC=3)C3C=CC=CC=3)=CC=CC1=2, predict the reaction product. The product is: [C:1]([C:5]1[CH:9]=[C:8]([C:10]([O:12][CH2:13][CH3:14])=[O:11])[N:7]([C:15]2[CH:20]=[CH:19][CH:18]=[C:17]([CH2:21][P:25]([CH2:26][CH3:27])([CH2:23][CH3:24])=[O:28])[CH:16]=2)[N:6]=1)([CH3:4])([CH3:3])[CH3:2]. (3) Given the reactants [CH3:1][O:2][C:3]1[CH:12]=[C:11]2[C:6]([CH2:7][CH2:8][C:9](=[O:15])[C:10]2([CH3:14])[CH3:13])=[CH:5][CH:4]=1.[C:16](OC(=O)C)(=[O:18])[CH3:17].[Cl-].[Al+3].[Cl-].[Cl-].[N+](C1C=CC=CC=1)([O-])=O.C(=O)([O-])O.[Na+], predict the reaction product. The product is: [C:16]([C:4]1[CH:5]=[C:6]2[C:11](=[CH:12][C:3]=1[O:2][CH3:1])[C:10]([CH3:13])([CH3:14])[C:9](=[O:15])[CH2:8][CH2:7]2)(=[O:18])[CH3:17]. (4) Given the reactants [CH:1]1([C:4]2[N:5]=[C:6]([C:9]3([CH2:12][NH2:13])[CH2:11][CH2:10]3)[S:7][CH:8]=2)[CH2:3][CH2:2]1.C(N(CC)CC)C.[F:21][C:22]([F:33])([F:32])[C:23]1[CH:31]=[CH:30][CH:29]=[CH:28][C:24]=1[C:25](Cl)=[O:26], predict the reaction product. The product is: [CH:1]1([C:4]2[N:5]=[C:6]([C:9]3([CH2:12][NH:13][C:25](=[O:26])[C:24]4[CH:28]=[CH:29][CH:30]=[CH:31][C:23]=4[C:22]([F:21])([F:32])[F:33])[CH2:10][CH2:11]3)[S:7][CH:8]=2)[CH2:3][CH2:2]1. (5) Given the reactants [Cl:1][C:2]1[N:7]=[C:6]([CH3:8])[C:5]([NH2:9])=[CH:4][CH:3]=1.[C:10]([O:14][C:15](O[C:15]([O:14][C:10]([CH3:13])([CH3:12])[CH3:11])=[O:16])=[O:16])([CH3:13])([CH3:12])[CH3:11].[Li+].C[Si]([N-][Si](C)(C)C)(C)C.[OH-].[Na+], predict the reaction product. The product is: [Cl:1][C:2]1[N:7]=[C:6]([CH3:8])[C:5]([NH:9][C:15](=[O:16])[O:14][C:10]([CH3:13])([CH3:12])[CH3:11])=[CH:4][CH:3]=1. (6) Given the reactants [CH3:1][S:2][C:3]1[C:8]([N+:9]([O-])=O)=[C:7]([S:12][CH3:13])[CH:6]=[C:5]([CH3:14])[N:4]=1.[H][H].CN(C)C1C=CC=CC=1, predict the reaction product. The product is: [NH2:9][C:8]1[C:3]([S:2][CH3:1])=[N:4][C:5]([CH3:14])=[CH:6][C:7]=1[S:12][CH3:13].